The task is: Regression. Given two drug SMILES strings and cell line genomic features, predict the synergy score measuring deviation from expected non-interaction effect.. This data is from NCI-60 drug combinations with 297,098 pairs across 59 cell lines. Drug 1: C1=CN(C(=O)N=C1N)C2C(C(C(O2)CO)O)O.Cl. Drug 2: CC1C(C(CC(O1)OC2CC(OC(C2O)C)OC3=CC4=CC5=C(C(=O)C(C(C5)C(C(=O)C(C(C)O)O)OC)OC6CC(C(C(O6)C)O)OC7CC(C(C(O7)C)O)OC8CC(C(C(O8)C)O)(C)O)C(=C4C(=C3C)O)O)O)O. Cell line: T-47D. Synergy scores: CSS=47.5, Synergy_ZIP=-0.119, Synergy_Bliss=2.83, Synergy_Loewe=-14.6, Synergy_HSA=-0.380.